From a dataset of CYP1A2 inhibition data for predicting drug metabolism from PubChem BioAssay. Regression/Classification. Given a drug SMILES string, predict its absorption, distribution, metabolism, or excretion properties. Task type varies by dataset: regression for continuous measurements (e.g., permeability, clearance, half-life) or binary classification for categorical outcomes (e.g., BBB penetration, CYP inhibition). Dataset: cyp1a2_veith. (1) The molecule is Cc1nn2c(NCC(C)C)c3c(nc2c1-c1ccccc1)CCC3. The result is 1 (inhibitor). (2) The drug is COc1ccc(S(=O)(=O)n2ccc(-c3cnc(-c4ccccc4)s3)n2)cc1. The result is 1 (inhibitor). (3) The molecule is Cc1oc(-c2ccccc2F)nc1CSCC(=O)NCc1ccc2c(c1)OCO2. The result is 1 (inhibitor). (4) The drug is NCCCc1c(-c2ccccc2)nc(N)[nH]c1=O. The result is 0 (non-inhibitor). (5) The drug is O=C(c1cc(C(F)(F)F)cc(C(F)(F)F)c1)N1CCC2(CCN(Cc3ccncc3)CC2)CC1. The result is 0 (non-inhibitor). (6) The compound is CCCCCNCc1ccc(Br)cc1.Cl. The result is 1 (inhibitor). (7) The result is 1 (inhibitor). The compound is Cc1ccccc1CSc1nccn1-c1ccccc1. (8) The compound is NC(=O)CSc1nc2sc(-c3ccccc3)cc2c(=O)n1N. The result is 1 (inhibitor). (9) The molecule is Cn1c(=O)c(-c2cccs2)nc2cncnc21. The result is 1 (inhibitor). (10) The drug is O=C(CCCCn1c(=S)[nH]c2ccsc2c1=O)NCc1ccco1. The result is 1 (inhibitor).